From a dataset of Reaction yield outcomes from USPTO patents with 853,638 reactions. Predict the reaction yield, written as a fraction of the theoretical maximum amount of product (1.0 means a 100% yield; for example, 0.34 means a 34% yield). (1) The reactants are [CH2:1]([N:3]1[C:12]2[C:7](=[CH:8][C:9]([N+:13]([O-])=O)=[CH:10][CH:11]=2)[CH2:6][N:5]([CH2:16][CH3:17])[C:4]1=[O:18])[CH3:2].[H][H]. The catalyst is CO.[Pd]. The product is [NH2:13][C:9]1[CH:8]=[C:7]2[C:12](=[CH:11][CH:10]=1)[N:3]([CH2:1][CH3:2])[C:4](=[O:18])[N:5]([CH2:16][CH3:17])[CH2:6]2. The yield is 0.413. (2) The catalyst is C(#N)C.C(Cl)Cl. The yield is 0.270. The product is [Br:9][C:6]1[CH:7]=[C:2]([F:1])[C:3]([NH2:8])=[N:4][CH:5]=1. The reactants are [F:1][C:2]1[C:3]([NH2:8])=[N:4][CH:5]=[CH:6][CH:7]=1.[Br:9]N1C(=O)CCC1=O. (3) The product is [N:21]1([C:11]2[C@:12]3([CH2:14][CH2:15][C@H:16]4[C@@H:7]([CH2:6][CH2:5][C:4]5[C@:17]4([CH3:20])[CH2:18][CH2:19][C:2](=[O:1])[CH:3]=5)[C@@H:8]3[CH2:9][CH:10]=2)[CH3:13])[C:25]2[CH:26]=[CH:27][CH:28]=[CH:29][C:24]=2[N:23]=[CH:22]1. The yield is 0.820. The catalyst is CCOC(C)=O. The reactants are [OH:1][C@H:2]1[CH2:19][CH2:18][C@@:17]2([CH3:20])[C:4](=[CH:5][CH2:6][C@@H:7]3[C@@H:16]2[CH2:15][CH2:14][C@@:12]2([CH3:13])[C@H:8]3[CH2:9][CH:10]=[C:11]2[N:21]2[C:25]3[CH:26]=[CH:27][CH:28]=[CH:29][C:24]=3[N:23]=[CH:22]2)[CH2:3]1.CN1CCC(=O)CC1.C1(C)C=CC=CC=1.CC(C)[O-].[Al+3].CC(C)[O-].CC(C)[O-]. (4) The product is [F:26][C:27]1[C:35]([O:1][C:2]2[C:7]3=[C:8]([CH3:20])[C:9]([O:11][CH2:12][CH2:13][CH2:14][NH:15][S:16]([CH3:19])(=[O:18])=[O:17])=[CH:10][N:6]3[N:5]=[CH:4][N:3]=2)=[CH:34][CH:33]=[C:32]2[C:28]=1[CH:29]=[C:30]([CH3:37])[NH:31]2. The reactants are [OH:1][C:2]1[C:7]2=[C:8]([CH3:20])[C:9]([O:11][CH2:12][CH2:13][CH2:14][NH:15][S:16]([CH3:19])(=[O:18])=[O:17])=[CH:10][N:6]2[N:5]=[CH:4][N:3]=1.O=P(Cl)(Cl)Cl.[F:26][C:27]1[C:35](O)=[CH:34][CH:33]=[C:32]2[C:28]=1[CH:29]=[C:30]([CH3:37])[NH:31]2.C([O-])([O-])=O.[K+].[K+]. The catalyst is CN(C=O)C.ClCCl. The yield is 0.340. (5) The reactants are F[C:2]1[CH:7]=[CH:6][CH:5]=[CH:4][C:3]=1[N+:8]([O-:10])=[O:9].[OH-].[Li+]. The catalyst is CN(C=O)C. The product is [C:3]1([NH:8][C:2]2[CH:7]=[CH:6][CH:5]=[CH:4][C:3]=2[N+:8]([O-:10])=[O:9])[CH:4]=[CH:5][CH:6]=[CH:7][CH:2]=1. The yield is 0.900. (6) The reactants are [CH2:1]([O:8][C:9]1[C:10]([NH:16][C:17]2[S:18][C:19]3[C:24]([N:25]=2)=[CH:23][CH:22]=[CH:21][N:20]=3)=[N:11][CH:12]=[C:13](Br)[CH:14]=1)[C:2]1[CH:7]=[CH:6][CH:5]=[CH:4][CH:3]=1.C[Li].C([Li])CCC.[C:33]1([S:39][S:39][C:33]2[CH:38]=[CH:37][CH:36]=[CH:35][CH:34]=2)[CH:38]=[CH:37][CH:36]=[CH:35][CH:34]=1.[ClH:47]. No catalyst specified. The product is [ClH:47].[CH2:1]([O:8][C:9]1[C:10]([NH:16][C:17]2[S:18][C:19]3[C:24]([N:25]=2)=[CH:23][CH:22]=[CH:21][N:20]=3)=[N:11][CH:12]=[C:13]([S:39][C:33]2[CH:38]=[CH:37][CH:36]=[CH:35][CH:34]=2)[CH:14]=1)[C:2]1[CH:7]=[CH:6][CH:5]=[CH:4][CH:3]=1. The yield is 0.416. (7) The reactants are CO[C:3]1[C:12]2=[CH:13][N:14]([C@@H:16]3[O:22][C@H:21]([CH2:23][OH:24])[C@@H:19]([OH:20])[C@@:17]3([CH3:25])[OH:18])[N:15]=[C:10]3[C:11]2=[C:5]([C:6](=[O:26])[NH:7][N:8]=[CH:9]3)[N:4]=1.[NH3:27]. No catalyst specified. The product is [NH2:27][C:3]1[C:12]2=[CH:13][N:14]([C@@H:16]3[O:22][C@H:21]([CH2:23][OH:24])[C@@H:19]([OH:20])[C@@:17]3([CH3:25])[OH:18])[N:15]=[C:10]3[C:11]2=[C:5]([C:6](=[O:26])[NH:7][N:8]=[CH:9]3)[N:4]=1. The yield is 0.570.